This data is from Catalyst prediction with 721,799 reactions and 888 catalyst types from USPTO. The task is: Predict which catalyst facilitates the given reaction. Reactant: [C:1]([C:3]1[CH:4]=[C:5]([CH:10]=[C:11]([OH:13])[CH:12]=1)[C:6]([O:8][CH3:9])=[O:7])#[N:2].[F:14][CH2:15][CH2:16]O.C1(P(C2C=CC=CC=2)C2C=CC=CC=2)C=CC=CC=1.CC(OC(/N=N/C(OC(C)C)=O)=O)C. Product: [C:1]([C:3]1[CH:4]=[C:5]([CH:10]=[C:11]([O:13][CH2:16][CH2:15][F:14])[CH:12]=1)[C:6]([O:8][CH3:9])=[O:7])#[N:2]. The catalyst class is: 2.